Dataset: Full USPTO retrosynthesis dataset with 1.9M reactions from patents (1976-2016). Task: Predict the reactants needed to synthesize the given product. (1) Given the product [CH3:1][N:2]1[CH:6]=[C:5]([C:7]2[C:15]3[C:10](=[N:11][CH:12]=[C:13]([O:16][CH2:26][CH2:27][CH2:28][CH2:29][CH3:30])[CH:14]=3)[N:9]([CH2:17][O:18][CH2:19][CH2:20][Si:21]([CH3:24])([CH3:23])[CH3:22])[CH:8]=2)[CH:4]=[N:3]1, predict the reactants needed to synthesize it. The reactants are: [CH3:1][N:2]1[CH:6]=[C:5]([C:7]2[C:15]3[C:10](=[N:11][CH:12]=[C:13]([OH:16])[CH:14]=3)[N:9]([CH2:17][O:18][CH2:19][CH2:20][Si:21]([CH3:24])([CH3:23])[CH3:22])[CH:8]=2)[CH:4]=[N:3]1.Br[CH2:26][CH2:27][CH2:28][CH2:29][CH3:30].C([O-])([O-])=O.[K+].[K+]. (2) Given the product [NH2:2][CH2:1][C:3]1[CH:4]=[C:5]([S:9]([N:12]=[C:13]([N:17]2[NH:21][CH2:20][C:19]3([CH2:22][CH2:23][CH2:24][CH2:25]3)[CH2:18]2)[NH:14][CH2:15][CH3:16])(=[O:10])=[O:11])[CH:6]=[CH:7][CH:8]=1, predict the reactants needed to synthesize it. The reactants are: [C:1]([C:3]1[CH:4]=[C:5]([S:9]([N:12]=[C:13]([N:17]2[N:21]=[CH:20][C:19]3([CH2:25][CH2:24][CH2:23][CH2:22]3)[CH2:18]2)[NH:14][CH2:15][CH3:16])(=[O:11])=[O:10])[CH:6]=[CH:7][CH:8]=1)#[N:2].Cl.[OH-].[Na+]. (3) Given the product [C:21]1([CH:14]([C:15]2[CH:16]=[CH:17][CH:18]=[CH:19][CH:20]=2)[CH2:13][N:10]2[CH2:11][CH2:12][C@H:8]([NH2:7])[CH2:9]2)[CH:22]=[CH:23][CH:24]=[CH:25][CH:26]=1, predict the reactants needed to synthesize it. The reactants are: C(OC(=O)[NH:7][C@H:8]1[CH2:12][CH2:11][N:10]([CH2:13][CH:14]([C:21]2[CH:26]=[CH:25][CH:24]=[CH:23][CH:22]=2)[C:15]2[CH:20]=[CH:19][CH:18]=[CH:17][CH:16]=2)[CH2:9]1)(C)(C)C.C(O)(C(F)(F)F)=O. (4) Given the product [F:1][C:2]1[CH:7]=[C:6]([F:8])[CH:5]=[CH:4][C:3]=1[N:9]1[C:13]([C:14]2[S:23][C:22]3[C:21]4[N:24]=[C:25]([N:28]5[CH2:33][C@H:32]([CH3:34])[N:31]([CH3:36])[C@H:30]([CH3:35])[CH2:29]5)[CH:26]=[CH:27][C:20]=4[O:19][CH2:18][CH2:17][C:16]=3[CH:15]=2)=[N:12][CH:11]=[N:10]1, predict the reactants needed to synthesize it. The reactants are: [F:1][C:2]1[CH:7]=[C:6]([F:8])[CH:5]=[CH:4][C:3]=1[N:9]1[C:13]([C:14]2[S:23][C:22]3[C:21]4[N:24]=[C:25]([N:28]5[CH2:33][C@H:32]([CH3:34])[NH:31][C@H:30]([CH3:35])[CH2:29]5)[CH:26]=[CH:27][C:20]=4[O:19][CH2:18][CH2:17][C:16]=3[CH:15]=2)=[N:12][CH:11]=[N:10]1.[C:36](=O)([O-])[O-].[Cs+].[Cs+].CI.O. (5) Given the product [CH2:15]([N:22]1[CH2:26][C@@H:25]([C:27]2[CH:28]=[CH:29][C:30]([F:33])=[CH:31][CH:32]=2)[C@H:24]([N:34]([CH3:35])[C:10](=[O:11])[C:9]([C:4]2[CH:3]=[C:2]([Cl:1])[CH:7]=[C:6]([Cl:8])[CH:5]=2)([CH3:14])[CH3:13])[CH2:23]1)[C:16]1[CH:17]=[CH:18][CH:19]=[CH:20][CH:21]=1, predict the reactants needed to synthesize it. The reactants are: [Cl:1][C:2]1[CH:3]=[C:4]([C:9]([CH3:14])([CH3:13])[C:10](Cl)=[O:11])[CH:5]=[C:6]([Cl:8])[CH:7]=1.[CH2:15]([N:22]1[CH2:26][C@@H:25]([C:27]2[CH:32]=[CH:31][C:30]([F:33])=[CH:29][CH:28]=2)[C@H:24]([NH:34][CH3:35])[CH2:23]1)[C:16]1[CH:21]=[CH:20][CH:19]=[CH:18][CH:17]=1.C(N(C(C)C)C(C)C)C. (6) Given the product [NH2:1][C:2]1[CH:7]=[CH:6][C:5]([S:8][C:9]2[S:13][C:12]([C:14]([NH:32][CH2:33][C@H:34]([C:35]3[CH:40]=[CH:39][CH:38]=[CH:37][CH:36]=3)[CH3:41])=[O:15])=[CH:11][C:10]=2[NH:17][C:18]2[C:19]3[CH:27]=[CH:26][C:25]([CH:28]([CH3:30])[CH3:29])=[N:24][C:20]=3[N:21]=[CH:22][N:23]=2)=[CH:4][CH:3]=1, predict the reactants needed to synthesize it. The reactants are: [NH2:1][C:2]1[CH:7]=[CH:6][C:5]([S:8][C:9]2[S:13][C:12]([C:14](O)=[O:15])=[CH:11][C:10]=2[NH:17][C:18]2[C:19]3[CH:27]=[CH:26][C:25]([CH:28]([CH3:30])[CH3:29])=[N:24][C:20]=3[N:21]=[CH:22][N:23]=2)=[CH:4][CH:3]=1.C[NH:32][CH2:33][CH2:34][C:35]1[CH:40]=[CH:39][CH:38]=[CH:37][CH:36]=1.[CH:41](N(CC)C(C)C)(C)C.F[B-](F)(F)F.N1(OC(N(C)C)=[N+](C)C)C2C=CC=CC=2N=N1. (7) Given the product [Br:1][C:2]1[C:3]([N:10]([CH:12]2[CH2:13][CH2:14][CH2:15][CH2:16]2)[NH:11][C:40]([C:37]2[CH:38]=[N:39][C:34]([C:31]3[CH:32]=[CH:33][C:28]([CH2:27][Cl:26])=[CH:29][CH:30]=3)=[CH:35][CH:36]=2)=[O:41])=[N:4][C:5]([C:8]#[N:9])=[N:6][CH:7]=1, predict the reactants needed to synthesize it. The reactants are: [Br:1][C:2]1[C:3]([N:10]([CH:12]2[CH2:16][CH2:15][CH2:14][CH2:13]2)[NH2:11])=[N:4][C:5]([C:8]#[N:9])=[N:6][CH:7]=1.CCN(C(C)C)C(C)C.[Cl:26][CH2:27][C:28]1[CH:33]=[CH:32][C:31]([C:34]2[N:39]=[CH:38][C:37]([C:40](Cl)=[O:41])=[CH:36][CH:35]=2)=[CH:30][CH:29]=1. (8) Given the product [CH:1]1([CH2:7][C:8]([NH:10][C@@H:11]([C:33]([CH3:35])([CH3:36])[CH3:34])[C:12]([N:14]2[C@H:29]([C:30]([NH:37][C@@H:38]([CH2:47][CH2:48][CH3:49])[CH:39]([OH:46])[C:40]([NH:42][CH:43]3[CH2:44][CH2:45]3)=[O:41])=[O:32])[CH2:28][C@@:16]3([O:20][C:19](=[O:21])[N:18]([C:22]4[CH:27]=[CH:26][CH:25]=[CH:24][CH:23]=4)[CH2:17]3)[CH2:15]2)=[O:13])=[O:9])[CH2:2][CH2:3][CH2:4][CH2:5][CH2:6]1, predict the reactants needed to synthesize it. The reactants are: [CH:1]1([CH2:7][C:8]([NH:10][C@@H:11]([C:33]([CH3:36])([CH3:35])[CH3:34])[C:12]([N:14]2[C@H:29]([C:30]([OH:32])=O)[CH2:28][C@@:16]3([O:20][C:19](=[O:21])[N:18]([C:22]4[CH:27]=[CH:26][CH:25]=[CH:24][CH:23]=4)[CH2:17]3)[CH2:15]2)=[O:13])=[O:9])[CH2:6][CH2:5][CH2:4][CH2:3][CH2:2]1.[NH2:37][C@@H:38]([CH2:47][CH2:48][CH3:49])[CH:39]([OH:46])[C:40]([NH:42][CH:43]1[CH2:45][CH2:44]1)=[O:41]. (9) Given the product [NH2:35][C:2]1[N:7]=[C:6]([NH:8][C:9]2[CH:14]=[CH:13][C:12]([C:15]#[N:16])=[CH:11][CH:10]=2)[N:5]=[C:4]([O:17][C:18]2[C:25]([CH3:26])=[CH:24][C:21]([C:22]#[N:23])=[CH:20][C:19]=2[CH3:27])[CH:3]=1, predict the reactants needed to synthesize it. The reactants are: Cl[C:2]1[N:7]=[C:6]([NH:8][C:9]2[CH:14]=[CH:13][C:12]([C:15]#[N:16])=[CH:11][CH:10]=2)[N:5]=[C:4]([O:17][C:18]2[C:25]([CH3:26])=[CH:24][C:21]([C:22]#[N:23])=[CH:20][C:19]=2[CH3:27])[CH:3]=1.O1CCOCC1.O.[NH3:35].